Dataset: Full USPTO retrosynthesis dataset with 1.9M reactions from patents (1976-2016). Task: Predict the reactants needed to synthesize the given product. (1) Given the product [Cl:1][C:2]([Cl:9])([Cl:8])[CH2:3][O:4][C:5](=[O:6])[NH:36][C:16]1[N:17]([C:19]2[CH:24]=[CH:23][CH:22]=[C:21]([O:25][Si:26]([CH:27]([CH3:29])[CH3:28])([CH:33]([CH3:35])[CH3:34])[CH:30]([CH3:31])[CH3:32])[CH:20]=2)[N:18]=[C:14]([C:10]([CH3:11])([CH3:13])[CH3:12])[CH:15]=1, predict the reactants needed to synthesize it. The reactants are: [Cl:1][C:2]([Cl:9])([Cl:8])[CH2:3][O:4][C:5](Cl)=[O:6].[C:10]([C:14]1[CH:15]=[C:16]([NH2:36])[N:17]([C:19]2[CH:24]=[CH:23][CH:22]=[C:21]([O:25][Si:26]([CH:33]([CH3:35])[CH3:34])([CH:30]([CH3:32])[CH3:31])[CH:27]([CH3:29])[CH3:28])[CH:20]=2)[N:18]=1)([CH3:13])([CH3:12])[CH3:11].CCN(C(C)C)C(C)C. (2) Given the product [C:21]([NH:20][C:18](=[O:19])[C:17]1[CH:25]=[CH:26][CH:27]=[C:15]([CH2:14][N:11]2[CH2:12][CH2:13][N:8]([C:6](=[O:7])[C:5]3[CH:28]=[CH:29][C:2]([NH:1][C:41]([NH:48][CH:44]4[CH2:47][CH2:46][CH2:45]4)=[O:42])=[C:3]([Cl:30])[CH:4]=3)[CH2:9][CH2:10]2)[CH:16]=1)([CH3:24])([CH3:23])[CH3:22], predict the reactants needed to synthesize it. The reactants are: [NH2:1][C:2]1[CH:29]=[CH:28][C:5]([C:6]([N:8]2[CH2:13][CH2:12][N:11]([CH2:14][C:15]3[CH:16]=[C:17]([CH:25]=[CH:26][CH:27]=3)[C:18]([NH:20][C:21]([CH3:24])([CH3:23])[CH3:22])=[O:19])[CH2:10][CH2:9]2)=[O:7])=[CH:4][C:3]=1[Cl:30].C1C([N+]([O-])=O)=CC=C([Cl-][C:41]([O-])=[O:42])C=1.[CH:44]1([NH2:48])[CH2:47][CH2:46][CH2:45]1.